This data is from Reaction yield outcomes from USPTO patents with 853,638 reactions. The task is: Predict the reaction yield, written as a fraction of the theoretical maximum amount of product (1.0 means a 100% yield; for example, 0.34 means a 34% yield). (1) The reactants are [OH-].[Na+:2].C[O:4][C:5](=[O:41])[C@@H:6]([NH2:40])[C:7]1[CH:12]=[CH:11][C:10]([C:13]2[CH:18]=[CH:17][C:16]([C:19]([CH2:37][CH3:38])([C:22]3[CH:27]=[CH:26][C:25]([CH2:28][CH2:29][CH:30]([OH:35])[C:31]([CH3:34])([CH3:33])[CH3:32])=[C:24]([CH3:36])[CH:23]=3)[CH2:20][CH3:21])=[CH:15][C:14]=2[CH3:39])=[CH:9][CH:8]=1. The catalyst is CO. The product is [NH2:40][C@@H:6]([C:7]1[CH:8]=[CH:9][C:10]([C:13]2[CH:18]=[CH:17][C:16]([C:19]([CH2:20][CH3:21])([C:22]3[CH:27]=[CH:26][C:25]([CH2:28][CH2:29][CH:30]([OH:35])[C:31]([CH3:32])([CH3:33])[CH3:34])=[C:24]([CH3:36])[CH:23]=3)[CH2:37][CH3:38])=[CH:15][C:14]=2[CH3:39])=[CH:11][CH:12]=1)[C:5]([O-:41])=[O:4].[Na+:2]. The yield is 1.00. (2) The reactants are Br[C:2]1[O:6][C:5]([CH:7]=[O:8])=[CH:4][CH:3]=1.[C:9]1([C:15]#[CH:16])[CH:14]=[CH:13][CH:12]=[CH:11][CH:10]=1. The catalyst is C1COCC1.[Cu]I. The product is [C:9]1([C:15]#[C:16][C:2]2[O:6][C:5]([CH:7]=[O:8])=[CH:4][CH:3]=2)[CH:14]=[CH:13][CH:12]=[CH:11][CH:10]=1. The yield is 0.683.